This data is from Experimentally validated miRNA-target interactions with 360,000+ pairs, plus equal number of negative samples. The task is: Binary Classification. Given a miRNA mature sequence and a target amino acid sequence, predict their likelihood of interaction. (1) The miRNA is hsa-miR-585-5p with sequence CUAGCACACAGAUACGCCCAGA. The protein sequence of the target gene is MEANGLGPQGFPELKNDTFLRAAWGEETDYTPVWCMRQAGRYLPEFRETRAAQDFFSTCRSPEACCELTLQPLRRFPLDAAIIFSDILVVPQALGMEVTMVPGKGPSFPEPLREEQDLERLRDPEVVASELGYVFQAITLTRQRLAGRVPLIGFAGAPWTLMTYMVEGGGSSTMAQAKRWLYQRPQASHQLLRILTDALVPYLVGQVVAGAQALQLFESHAGHLGPQLFNKFALPYIRDVAKQVKARLREAGLAPVPMIIFAKDGHFALEELAQAGYEVVGLDWTVAPKKARECVGKTVT.... Result: 0 (no interaction). (2) The protein sequence of the target gene is MLARNNSLVTEFILAGLTDHPEFRQPLFFLFLVIYIVTMVGNLGLITLFGLNSHLHTPMYYFLFNLSFIDLCYSSVFTPKMLMNFVSKKNIISNVGCMTRLFFFLFFVISECYMLTSMAYDRYVAICNPLLYKVTMSHQVCSMLTFAAYIMGLAGATAHTGCMLRLTFCSANIINHYLCDILPLLQLSCTSTYVNEVVVLIVVGTNITVPSCTILISYVFIVTSILHIKSTQGRSKAFSTCSSHVIALSLFFGSAAFMYIKYSSGSMEQGKVSSVFYTNVVPMLNPLIYSLRNKDVKVAL.... The miRNA is hsa-miR-3130-5p with sequence UACCCAGUCUCCGGUGCAGCC. Result: 0 (no interaction). (3) The miRNA is hsa-miR-450a-1-3p with sequence AUUGGGAACAUUUUGCAUGUAU. The protein sequence of the target gene is MAGAATGSRTPGRSELVEGCGWRCPEHGDRVAELFCRRCRRCVCALCPVLGAHRGHPVGLALEAAVHVQKLSQECLKQLAIKKQQHIDNITQIEDATEKLKANAESSKTWLKGKFTELRLLLDEEEALAKKFIDKNTQLTLQVYREQADSCREQLDIMNDLSNRVWSISQEPDPVQRLQAYTATEQEMQQQMSLGELCHPVPLSFEPVKSFFKGLVEAVESTLQTPLDIRLKESINCQLSDPSSTKPGTLLKTSPSPERSLLLKYARTPTLDPDTMHARLRLSADRLTVRCGLLGSLGPV.... Result: 1 (interaction).